Dataset: Reaction yield outcomes from USPTO patents with 853,638 reactions. Task: Predict the reaction yield, written as a fraction of the theoretical maximum amount of product (1.0 means a 100% yield; for example, 0.34 means a 34% yield). (1) The reactants are Br[C:2]1[CH:3]=[CH:4][C:5]([NH:12][S:13]([C:16]2[CH:21]=[CH:20][CH:19]=[C:18]([C:22]3[CH:27]=[CH:26][C:25]([Cl:28])=[C:24]([Cl:29])[CH:23]=3)[CH:17]=2)(=[O:15])=[O:14])=[C:6]([S:8]([NH2:11])(=[O:10])=[O:9])[CH:7]=1.[C:30]1(B(O)O)[CH:35]=[CH:34][CH:33]=[CH:32][CH:31]=1.C(=O)([O-])[O-].[Na+].[Na+]. The catalyst is CN(C=O)C.C1C=CC([P]([Pd]([P](C2C=CC=CC=2)(C2C=CC=CC=2)C2C=CC=CC=2)([P](C2C=CC=CC=2)(C2C=CC=CC=2)C2C=CC=CC=2)[P](C2C=CC=CC=2)(C2C=CC=CC=2)C2C=CC=CC=2)(C2C=CC=CC=2)C2C=CC=CC=2)=CC=1. The product is [Cl:29][C:24]1[CH:23]=[C:22]([C:18]2[CH:17]=[C:16]([S:13]([NH:12][C:5]3[CH:4]=[CH:3][C:2]([C:30]4[CH:35]=[CH:34][CH:33]=[CH:32][CH:31]=4)=[CH:7][C:6]=3[S:8]([NH2:11])(=[O:10])=[O:9])(=[O:15])=[O:14])[CH:21]=[CH:20][CH:19]=2)[CH:27]=[CH:26][C:25]=1[Cl:28]. The yield is 0.320. (2) The reactants are [CH3:1][C:2]1[CH:7]=[C:6]([CH3:8])[N:5]2[N:9]=[C:10]([CH2:12][OH:13])[N:11]=[C:4]2[N:3]=1. The catalyst is ClCCCl.C(Cl)Cl. The product is [CH3:1][C:2]1[CH:7]=[C:6]([CH3:8])[N:5]2[N:9]=[C:10]([CH:12]=[O:13])[N:11]=[C:4]2[N:3]=1. The yield is 0.770. (3) The reactants are C(OC([N:11]1[CH2:16][CH2:15][CH2:14][CH:13]([C:17]2[CH:22]=[CH:21][C:20]([CH3:23])=[C:19]([O:24][C:25]([C:28]([O:30][CH2:31][CH3:32])=[O:29])([CH3:27])[CH3:26])[CH:18]=2)[CH2:12]1)=O)C1C=CC=CC=1.[C:33]([OH:42])(=[O:41])[C@@H:34]([C@H:36]([C:38]([OH:40])=[O:39])[OH:37])[OH:35]. The catalyst is [Pd].C(O)C. The product is [C:33]([OH:42])(=[O:41])[C@@H:34]([C@H:36]([C:38]([OH:40])=[O:39])[OH:37])[OH:35].[CH2:31]([O:30][C:28](=[O:29])[C:25]([CH3:27])([O:24][C:19]1[CH:18]=[C:17]([CH:13]2[CH2:14][CH2:15][CH2:16][NH:11][CH2:12]2)[CH:22]=[CH:21][C:20]=1[CH3:23])[CH3:26])[CH3:32]. The yield is 0.570. (4) The reactants are [C:1]([C:5]1[CH:6]=[CH:7][C:8]2[CH2:9][C:10]3[C:15]([C:16]=2[CH:17]=1)=[CH:14][C:13]([C:18]([CH3:21])([CH3:20])[CH3:19])=[CH:12][CH:11]=3)([CH3:4])([CH3:3])[CH3:2].CCCCCC.C([Li])CCC.[CH3:33][C:34]([C:38]1[CH:39]=[CH:40][C:41](=[C:43]([CH3:45])[CH3:44])[CH:42]=1)([CH3:37])[CH2:35][CH3:36]. The catalyst is C1COCC1.CCOCC.O. The product is [CH3:37][C:34]([C:38]1[CH:39]=[CH:40][CH:41]([C:43]([C:11]2[C:10]3[CH2:9][C:8]4[C:16](=[CH:17][C:5]([C:1]([CH3:4])([CH3:3])[CH3:2])=[CH:6][CH:7]=4)[C:15]=3[CH:14]=[C:13]([C:18]([CH3:21])([CH3:20])[CH3:19])[CH:12]=2)([CH3:44])[CH3:45])[CH:42]=1)([CH3:33])[CH2:35][CH3:36]. The yield is 0.590. (5) The reactants are [NH2:1][C:2]1[CH:9]=[CH:8][CH:7]=[CH:6][C:3]=1[CH2:4]O.[BrH:10].[C:11]1([P:17]([C:24]2[CH:29]=[CH:28][CH:27]=[CH:26][CH:25]=2)[C:18]2[CH:23]=[CH:22][CH:21]=[CH:20][CH:19]=2)[CH:16]=[CH:15][CH:14]=[CH:13][CH:12]=1. The catalyst is C(#N)C. The product is [Br-:10].[C:24]1([P+:17]([C:11]2[CH:12]=[CH:13][CH:14]=[CH:15][CH:16]=2)([C:18]2[CH:23]=[CH:22][CH:21]=[CH:20][CH:19]=2)[CH2:4][C:3]2[CH:6]=[CH:7][CH:8]=[CH:9][C:2]=2[NH2:1])[CH:25]=[CH:26][CH:27]=[CH:28][CH:29]=1. The yield is 0.880. (6) The reactants are [CH3:1][O:2][C:3]([C@@H:5]([N:13]1[CH2:21][C:17]2[CH:18]=[CH:19][S:20][C:16]=2[CH2:15][CH2:14]1)[C:6]1[CH:7]=[CH:8][CH:9]=[CH:10][C:11]=1[Cl:12])=[O:4].[S:22](=[O:26])(=[O:25])([OH:24])[OH:23]. The catalyst is CC(OC)(C)C. The product is [CH3:1][O:2][C:3]([C@@H:5]([N:13]1[CH2:21][C:17]2[CH:18]=[CH:19][S:20][C:16]=2[CH2:15][CH2:14]1)[C:6]1[C:11]([Cl:12])=[CH:10][CH:9]=[CH:8][CH:7]=1)=[O:4].[OH:25][S:22]([OH:26])(=[O:24])=[O:23]. The yield is 0.786. (7) The product is [Cl:1][C:2]1[N:7]=[C:6]([NH:10][CH:11]2[CH2:12][CH2:13][C:14]3([CH2:19][CH2:18][N:17]([C:20]([O:22][C:23]([CH3:24])([CH3:25])[CH3:26])=[O:21])[CH2:16][CH2:15]3)[CH2:27][CH2:28]2)[C:5]([Cl:9])=[CH:4][N:3]=1. The yield is 0.345. The catalyst is C(O)C. The reactants are [Cl:1][C:2]1[N:7]=[C:6](Cl)[C:5]([Cl:9])=[CH:4][N:3]=1.[NH2:10][CH:11]1[CH2:28][CH2:27][C:14]2([CH2:19][CH2:18][N:17]([C:20]([O:22][C:23]([CH3:26])([CH3:25])[CH3:24])=[O:21])[CH2:16][CH2:15]2)[CH2:13][CH2:12]1.CCN(CC)CC. (8) The reactants are [C:1]([C:5]1[CH:6]=[C:7]([C:11]2([NH2:30])[CH2:19][CH2:18][C:17]3[C:13](=[CH:14][N:15]([S:20]([C:23]4[CH:28]=[CH:27][C:26]([CH3:29])=[CH:25][CH:24]=4)(=[O:22])=[O:21])[N:16]=3)[CH2:12]2)[CH:8]=[CH:9][CH:10]=1)([CH3:4])([CH3:3])[CH3:2].[F:31][C:32]1[CH:33]=[C:34]([CH2:39][CH2:40][CH:41]2[CH2:43][O:42]2)[CH:35]=[C:36]([F:38])[CH:37]=1. The catalyst is C(O)(C)C. The product is [C:1]([C:5]1[CH:6]=[C:7]([C:11]2([NH:30][CH2:43][CH:41]([OH:42])[CH2:40][CH2:39][C:34]3[CH:35]=[C:36]([F:38])[CH:37]=[C:32]([F:31])[CH:33]=3)[CH2:19][CH2:18][C:17]3[C:13](=[CH:14][N:15]([S:20]([C:23]4[CH:28]=[CH:27][C:26]([CH3:29])=[CH:25][CH:24]=4)(=[O:22])=[O:21])[N:16]=3)[CH2:12]2)[CH:8]=[CH:9][CH:10]=1)([CH3:4])([CH3:3])[CH3:2]. The yield is 0.420.